From a dataset of Full USPTO retrosynthesis dataset with 1.9M reactions from patents (1976-2016). Predict the reactants needed to synthesize the given product. (1) The reactants are: [F:1][C:2]1([C:6]2[C:7]([O:15][C@@H:16]([CH3:21])[C:17]([F:20])([F:19])[F:18])=[CH:8][C:9]([C:12]([OH:14])=O)=[N:10][CH:11]=2)[CH2:5][O:4][CH2:3]1.[CH:22]1([CH2:25][C:26]([C:29]2[O:30][C:31]([CH3:34])=[N:32][N:33]=2)([NH2:28])[CH3:27])[CH2:24][CH2:23]1. Given the product [CH:22]1([CH2:25][C:26]([NH:28][C:12]([C:9]2[CH:8]=[C:7]([O:15][C@@H:16]([CH3:21])[C:17]([F:18])([F:20])[F:19])[C:6]([C:2]3([F:1])[CH2:5][O:4][CH2:3]3)=[CH:11][N:10]=2)=[O:14])([C:29]2[O:30][C:31]([CH3:34])=[N:32][N:33]=2)[CH3:27])[CH2:24][CH2:23]1, predict the reactants needed to synthesize it. (2) Given the product [F:30][C:25]1[CH:26]=[CH:27][CH:28]=[CH:29][C:24]=1[C:22]1[N:13]=[C:12]([C:11]2[C:3]([CH3:2])=[N:4][N:5]3[CH:10]=[CH:9][CH:8]=[CH:7][C:6]=23)[S:14][C:16]=1[C:17]([O:19][CH2:20][CH3:21])=[O:18], predict the reactants needed to synthesize it. The reactants are: Cl.[CH3:2][C:3]1[C:11]([C:12](=[S:14])[NH2:13])=[C:6]2[CH:7]=[CH:8][CH:9]=[CH:10][N:5]2[N:4]=1.Cl[CH:16]([C:22]([C:24]1[CH:29]=[CH:28][CH:27]=[CH:26][C:25]=1[F:30])=O)[C:17]([O:19][CH2:20][CH3:21])=[O:18]. (3) Given the product [SH:38][C:2]1[C:11]2[N:12]=[C:13]([C:30]3[CH:35]=[CH:34][CH:33]=[CH:32][CH:31]=3)[N:14]([CH2:15][CH2:16][CH:17]3[CH2:22][CH2:21][N:20]([C:23]([O:25][C:26]([CH3:29])([CH3:28])[CH3:27])=[O:24])[CH2:19][CH2:18]3)[C:10]=2[C:9]2[CH:8]=[CH:7][CH:6]=[CH:5][C:4]=2[N:3]=1, predict the reactants needed to synthesize it. The reactants are: Cl[C:2]1[C:11]2[N:12]=[C:13]([C:30]3[CH:35]=[CH:34][CH:33]=[CH:32][CH:31]=3)[N:14]([CH2:15][CH2:16][CH:17]3[CH2:22][CH2:21][N:20]([C:23]([O:25][C:26]([CH3:29])([CH3:28])[CH3:27])=[O:24])[CH2:19][CH2:18]3)[C:10]=2[C:9]2[CH:8]=[CH:7][CH:6]=[CH:5][C:4]=2[N:3]=1.NC(N)=[S:38].C(O)C. (4) Given the product [NH2:30][C:26]1[C:25]([CH3:33])=[C:24]([N:23]([CH2:22][C:19]2[CH:20]=[CH:21][C:16]([O:15][C:12]3[CH:13]=[CH:14][C:2]([Cl:1])=[C:3]([CH:11]=3)[O:4][CH2:5][C:6]([O:8][CH2:9][CH3:10])=[O:7])=[CH:17][CH:18]=2)[CH2:34][C:35]2[CH:40]=[CH:39][CH:38]=[CH:37][C:36]=2[F:41])[CH:29]=[CH:28][CH:27]=1, predict the reactants needed to synthesize it. The reactants are: [Cl:1][C:2]1[CH:14]=[CH:13][C:12]([O:15][C:16]2[CH:21]=[CH:20][C:19]([CH2:22][N:23]([CH2:34][C:35]3[CH:40]=[CH:39][CH:38]=[CH:37][C:36]=3[F:41])[C:24]3[CH:29]=[CH:28][CH:27]=[C:26]([N+:30]([O-])=O)[C:25]=3[CH3:33])=[CH:18][CH:17]=2)=[CH:11][C:3]=1[O:4][CH2:5][C:6]([O:8][CH2:9][CH3:10])=[O:7].[NH4+].[Cl-]. (5) The reactants are: [Br:1][C:2]1[CH:3]=[C:4]2[CH:10]=[CH:9][N:8]([S:11]([C:14]3[CH:19]=[CH:18][CH:17]=[CH:16][CH:15]=3)(=[O:13])=[O:12])[C:5]2=[N:6][CH:7]=1.[Li+].CC([N-]C(C)C)C.Cl[Si:29]([CH3:32])([CH3:31])[CH3:30].C(OCC)(=O)C. Given the product [Br:1][C:2]1[CH:3]=[C:4]2[CH:10]=[C:9]([Si:29]([CH3:32])([CH3:31])[CH3:30])[N:8]([S:11]([C:14]3[CH:19]=[CH:18][CH:17]=[CH:16][CH:15]=3)(=[O:12])=[O:13])[C:5]2=[N:6][CH:7]=1, predict the reactants needed to synthesize it. (6) Given the product [O:9]=[C:8]1[CH:7]([NH:6][C:1](=[O:4])[CH:2]=[CH2:3])[CH2:14][CH2:13][CH2:12][CH2:11][NH:10]1, predict the reactants needed to synthesize it. The reactants are: [C:1](Cl)(=[O:4])[CH:2]=[CH2:3].[NH2:6][CH:7]1[CH2:14][CH2:13][CH2:12][CH2:11][NH:10][C:8]1=[O:9]. (7) The reactants are: [CH3:1][N:2]([CH3:20])[C:3]([CH2:5][NH:6][C:7](=[O:19])[C:8]1[CH:13]=[CH:12][C:11]([NH:14][CH3:15])=[C:10]([N+:16]([O-])=O)[CH:9]=1)=[O:4]. Given the product [NH2:16][C:10]1[CH:9]=[C:8]([CH:13]=[CH:12][C:11]=1[NH:14][CH3:15])[C:7]([NH:6][CH2:5][C:3](=[O:4])[N:2]([CH3:20])[CH3:1])=[O:19], predict the reactants needed to synthesize it. (8) The reactants are: Br[C:2]1[CH:7]=[C:6]([C:8]([F:11])([F:10])[F:9])[CH:5]=[C:4]([F:12])[CH:3]=1.[Li]CCCC.[F:18][C:19]1[CH:26]=[CH:25][C:22]([C:23]#[N:24])=[CH:21][C:20]=1[C:27]([F:30])([F:29])[F:28].C[Si](Cl)(C)C.[CH2:36]([Mg]Cl)[C:37]1[CH:42]=[CH:41][CH:40]=[CH:39][CH:38]=1.C1COCC1. Given the product [F:18][C:19]1[CH:26]=[CH:25][C:22]([C:23]([C:2]2[CH:7]=[C:6]([C:8]([F:11])([F:10])[F:9])[CH:5]=[C:4]([F:12])[CH:3]=2)([NH2:24])[CH2:36][C:37]2[CH:42]=[CH:41][CH:40]=[CH:39][CH:38]=2)=[CH:21][C:20]=1[C:27]([F:28])([F:29])[F:30], predict the reactants needed to synthesize it. (9) The reactants are: O.C(O)C.[CH:5]12[CH2:10][CH:9]1[CH2:8][N:7]([C:11]1[N:16]=[C:15]([NH:17][CH2:18][C:19]3[CH:24]=[CH:23][C:22]([O:25][CH3:26])=[C:21]([F:27])[CH:20]=3)[C:14]([C:28]([O:30]CC)=[O:29])=[CH:13][N:12]=1)[CH2:6]2.[OH-].[Na+]. Given the product [CH:5]12[CH2:10][CH:9]1[CH2:8][N:7]([C:11]1[N:16]=[C:15]([NH:17][CH2:18][C:19]3[CH:24]=[CH:23][C:22]([O:25][CH3:26])=[C:21]([F:27])[CH:20]=3)[C:14]([C:28]([OH:30])=[O:29])=[CH:13][N:12]=1)[CH2:6]2, predict the reactants needed to synthesize it.